The task is: Predict which catalyst facilitates the given reaction.. This data is from Catalyst prediction with 721,799 reactions and 888 catalyst types from USPTO. (1) Reactant: [C:1]([O:5][C:6]([NH:8][C@@H:9]1[C:23](=[O:24])[N:22]2[CH2:25][C@H:26]([O:28][C:29]([N:31]3[CH2:39][C:38]4[C:33](=[CH:34][CH:35]=[CH:36][C:37]=4[F:40])[CH2:32]3)=[O:30])[CH2:27][C@H:21]2[C:20](=[O:41])[NH:19][C@:18]2([C:43]([OH:45])=O)[CH2:42][C@H:17]2[CH:16]=[CH:15][CH2:14][CH2:13][CH2:12][O:11][CH2:10]1)=[O:7])([CH3:4])([CH3:3])[CH3:2].N1(C(N2C=CN=C2)=O)C=CN=C1.[CH:58]1([S:61]([NH2:64])(=[O:63])=[O:62])[CH2:60][CH2:59]1.C1CCN2C(=NCCC2)CC1.S([O-])(O)(=O)=O.[K+]. Product: [F:40][C:37]1[CH:36]=[CH:35][CH:34]=[C:33]2[C:38]=1[CH2:39][N:31]([C:29]([O:28][C@H:26]1[CH2:25][N:22]3[C:23](=[O:24])[C@@H:9]([NH:8][C:6]([O:5][C:1]([CH3:2])([CH3:3])[CH3:4])=[O:7])[CH2:10][O:11][CH2:12][CH2:13][CH2:14][CH:15]=[CH:16][C@@H:17]4[CH2:42][C@@:18]4([C:43](=[O:45])[NH:64][S:61]([CH:58]4[CH2:60][CH2:59]4)(=[O:63])=[O:62])[NH:19][C:20](=[O:41])[C@@H:21]3[CH2:27]1)=[O:30])[CH2:32]2. The catalyst class is: 93. (2) Reactant: [F:1][C:2]([F:15])([F:14])[C:3]([C:6]1[CH:11]=[CH:10][C:9]([CH:12]=[CH2:13])=[CH:8][CH:7]=1)([CH3:5])[CH3:4].CN1C=CN=C1.[CH2:22]([O:24][C:25](=[O:29])[CH:26]=[N+]=[N-])[CH3:23]. Product: [F:1][C:2]([F:14])([F:15])[C:3]([C:6]1[CH:11]=[CH:10][C:9]([CH:12]2[CH2:13][CH:26]2[C:25]([O:24][CH2:22][CH3:23])=[O:29])=[CH:8][CH:7]=1)([CH3:4])[CH3:5]. The catalyst class is: 11. (3) Reactant: Cl[C:2]1[N:3]=[C:4]([NH:11][C:12]2[CH:17]=[CH:16][C:15]([O:18][CH3:19])=[C:14]([O:20][CH3:21])[N:13]=2)[C:5]2[N:10]=[CH:9][S:8][C:6]=2[N:7]=1.[NH:22]1[CH2:26][CH2:25][CH:24]([NH:27][C:28](=[O:34])[O:29][C:30]([CH3:33])([CH3:32])[CH3:31])[CH2:23]1.CC(C1C=C(C(C)C)C(C2C=CC=CC=2P(C2CCCCC2)C2CCCCC2)=C(C(C)C)C=1)C.C([O-])([O-])=O.[Cs+].[Cs+]. The catalyst class is: 62. Product: [CH3:19][O:18][C:15]1[CH:16]=[CH:17][C:12]([NH:11][C:4]2[C:5]3[N:10]=[CH:9][S:8][C:6]=3[N:7]=[C:2]([N:22]3[CH2:26][CH2:25][CH:24]([NH:27][C:28](=[O:34])[O:29][C:30]([CH3:32])([CH3:31])[CH3:33])[CH2:23]3)[N:3]=2)=[N:13][C:14]=1[O:20][CH3:21]. (4) Reactant: [Br:1][C:2]1[CH:10]=[C:9](/[CH:11]=[CH:12]/[CH:13]([C:18]2[CH:23]=[C:22]([Cl:24])[C:21]([Cl:25])=[C:20]([Cl:26])[CH:19]=2)[C:14]([F:17])([F:16])[F:15])[CH:8]=[CH:7][C:3]=1[C:4]([OH:6])=O.O.N1(O)C2C=CC=C[C:31]=2N=N1.CN(C(ON1N=NC2C=CC=CC1=2)=[N+](C)C)C.F[P-](F)(F)(F)(F)F.Cl.[F:63][C:64]([F:75])([F:74])[CH2:65][NH:66][C:67]([CH:69]([NH2:73])[CH:70](C)C)=[O:68].C(N(C(C)C)CC)(C)C. Product: [Br:1][C:2]1[CH:10]=[C:9](/[CH:11]=[CH:12]/[CH:13]([C:18]2[CH:23]=[C:22]([Cl:24])[C:21]([Cl:25])=[C:20]([Cl:26])[CH:19]=2)[C:14]([F:15])([F:16])[F:17])[CH:8]=[CH:7][C:3]=1[C:4]([NH:73][C:69]([CH3:70])([CH3:31])[C:67](=[O:68])[NH:66][CH2:65][C:64]([F:63])([F:74])[F:75])=[O:6]. The catalyst class is: 23. (5) Reactant: [F:1][C:2]1[CH:7]=[CH:6][C:5]([CH3:8])=[CH:4][C:3]=1[NH:9][C:10]([NH:12][C:13]1[CH:34]=[CH:33][C:16]([O:17][C:18]2[CH:23]=[CH:22][N:21]=[C:20]([C:24]3[CH:25]=[C:26]([C:29]([O:31]C)=[O:30])[S:27][CH:28]=3)[CH:19]=2)=[CH:15][CH:14]=1)=[O:11].[OH-].[Na+].Cl. Product: [F:1][C:2]1[CH:7]=[CH:6][C:5]([CH3:8])=[CH:4][C:3]=1[NH:9][C:10]([NH:12][C:13]1[CH:14]=[CH:15][C:16]([O:17][C:18]2[CH:23]=[CH:22][N:21]=[C:20]([C:24]3[CH:25]=[C:26]([C:29]([OH:31])=[O:30])[S:27][CH:28]=3)[CH:19]=2)=[CH:33][CH:34]=1)=[O:11]. The catalyst class is: 6. (6) The catalyst class is: 3. Product: [N:3]1([CH2:8][CH2:9][CH2:10][CH2:11][C:12]2[CH:13]=[CH:14][C:15]([O:18][CH2:20][C:21]3[N:22]=[C:23]([CH:26]=[CH:27][C:28]4[CH:29]=[CH:30][C:31]([S:34]([F:39])([F:35])([F:36])([F:37])[F:38])=[CH:32][CH:33]=4)[O:24][CH:25]=3)=[CH:16][CH:17]=2)[CH:7]=[CH:6][N:5]=[CH:4]1. Reactant: [H-].[Na+].[N:3]1([CH2:8][CH2:9][CH2:10][CH2:11][C:12]2[CH:17]=[CH:16][C:15]([OH:18])=[CH:14][CH:13]=2)[CH:7]=[CH:6][N:5]=[CH:4]1.Cl[CH2:20][C:21]1[N:22]=[C:23]([CH:26]=[CH:27][C:28]2[CH:33]=[CH:32][C:31]([S:34]([F:39])([F:38])([F:37])([F:36])[F:35])=[CH:30][CH:29]=2)[O:24][CH:25]=1.O. (7) Reactant: CN(C)/[CH:3]=[CH:4]/[C:5]1[C:15]([N+:16]([O-])=O)=[CH:14][C:13]([N+:19]([O-])=O)=[CH:12][C:6]=1[C:7]([O:9][CH2:10][CH3:11])=[O:8].Cl[Sn]Cl. Product: [NH2:19][C:13]1[CH:12]=[C:6]([C:7]([O:9][CH2:10][CH3:11])=[O:8])[C:5]2[CH:4]=[CH:3][NH:16][C:15]=2[CH:14]=1. The catalyst class is: 8. (8) Reactant: [Br:1][C:2]1[CH:3]=[C:4]([CH:8]2[CH2:12][CH2:11][CH2:10][NH:9]2)[CH:5]=[CH:6][CH:7]=1.C=O.[BH-](OC(C)=O)(OC(C)=O)O[C:17](C)=O.[Na+]. Product: [Br:1][C:2]1[CH:3]=[C:4]([CH:8]2[CH2:12][CH2:11][CH2:10][N:9]2[CH3:17])[CH:5]=[CH:6][CH:7]=1. The catalyst class is: 467.